From a dataset of NCI-60 drug combinations with 297,098 pairs across 59 cell lines. Regression. Given two drug SMILES strings and cell line genomic features, predict the synergy score measuring deviation from expected non-interaction effect. (1) Drug 2: C1=NNC2=C1C(=O)NC=N2. Drug 1: CC1=C(C(CCC1)(C)C)C=CC(=CC=CC(=CC(=O)O)C)C. Synergy scores: CSS=-1.79, Synergy_ZIP=-1.62, Synergy_Bliss=-8.70, Synergy_Loewe=-4.75, Synergy_HSA=-10.00. Cell line: KM12. (2) Drug 1: C1=CC(=CC=C1CC(C(=O)O)N)N(CCCl)CCCl.Cl. Drug 2: CS(=O)(=O)OCCCCOS(=O)(=O)C. Cell line: SNB-75. Synergy scores: CSS=6.67, Synergy_ZIP=-1.23, Synergy_Bliss=4.46, Synergy_Loewe=0.652, Synergy_HSA=2.07. (3) Drug 1: CCCS(=O)(=O)NC1=C(C(=C(C=C1)F)C(=O)C2=CNC3=C2C=C(C=N3)C4=CC=C(C=C4)Cl)F. Drug 2: CC(C)NC(=O)C1=CC=C(C=C1)CNNC.Cl. Cell line: NCIH23. Synergy scores: CSS=-1.96, Synergy_ZIP=2.28, Synergy_Bliss=3.17, Synergy_Loewe=-0.923, Synergy_HSA=-0.729. (4) Drug 1: C1CCC(C1)C(CC#N)N2C=C(C=N2)C3=C4C=CNC4=NC=N3. Drug 2: C1=NC2=C(N=C(N=C2N1C3C(C(C(O3)CO)O)O)F)N. Cell line: BT-549. Synergy scores: CSS=0.974, Synergy_ZIP=-0.614, Synergy_Bliss=-0.737, Synergy_Loewe=-6.77, Synergy_HSA=-3.71. (5) Drug 1: C1CCN(CC1)CCOC2=CC=C(C=C2)C(=O)C3=C(SC4=C3C=CC(=C4)O)C5=CC=C(C=C5)O. Drug 2: C(CCl)NC(=O)N(CCCl)N=O. Synergy scores: CSS=5.63, Synergy_ZIP=-1.53, Synergy_Bliss=-1.34, Synergy_Loewe=0.141, Synergy_HSA=-0.238. Cell line: SN12C. (6) Drug 1: C1=CN(C(=O)N=C1N)C2C(C(C(O2)CO)O)O.Cl. Drug 2: C(CC(=O)O)C(=O)CN.Cl. Cell line: MDA-MB-435. Synergy scores: CSS=25.0, Synergy_ZIP=-6.43, Synergy_Bliss=0.978, Synergy_Loewe=-33.0, Synergy_HSA=1.35.